Predict the reaction yield, written as a fraction of the theoretical maximum amount of product (1.0 means a 100% yield; for example, 0.34 means a 34% yield). From a dataset of Reaction yield outcomes from USPTO patents with 853,638 reactions. The reactants are [CH2:1]([CH:3]([N:6]1[C:10]2[CH:11]=[CH:12][C:13]([C:15](O)=[O:16])=[CH:14][C:9]=2[N:8]=[C:7]1[CH2:18][CH:19]1[CH2:23][CH2:22][CH2:21][O:20]1)[CH2:4][CH3:5])[CH3:2].C1C=CC2N(O)N=NC=2C=1.CCN(C(C)C)C(C)C.Cl.[C:44]([O:48][C:49](=[O:56])[C@H:50]([CH2:52][CH:53]([CH3:55])[CH3:54])[NH2:51])([CH3:47])([CH3:46])[CH3:45].Cl. The catalyst is CN(C=O)C.O.C(Cl)CCl. The product is [C:44]([O:48][C:49](=[O:56])[C@@H:50]([NH:51][C:15]([C:13]1[CH:12]=[CH:11][C:10]2[N:6]([CH:3]([CH2:1][CH3:2])[CH2:4][CH3:5])[C:7]([CH2:18][CH:19]3[CH2:23][CH2:22][CH2:21][O:20]3)=[N:8][C:9]=2[CH:14]=1)=[O:16])[CH2:52][CH:53]([CH3:54])[CH3:55])([CH3:46])([CH3:45])[CH3:47]. The yield is 0.880.